This data is from NCI-60 drug combinations with 297,098 pairs across 59 cell lines. The task is: Regression. Given two drug SMILES strings and cell line genomic features, predict the synergy score measuring deviation from expected non-interaction effect. (1) Drug 1: CCC(=C(C1=CC=CC=C1)C2=CC=C(C=C2)OCCN(C)C)C3=CC=CC=C3.C(C(=O)O)C(CC(=O)O)(C(=O)O)O. Drug 2: C1CN(CCN1C(=O)CCBr)C(=O)CCBr. Cell line: MDA-MB-231. Synergy scores: CSS=10.7, Synergy_ZIP=-3.15, Synergy_Bliss=-1.97, Synergy_Loewe=-2.40, Synergy_HSA=-1.63. (2) Drug 1: CC1=C(C(CCC1)(C)C)C=CC(=CC=CC(=CC(=O)O)C)C. Drug 2: CC(C)(C#N)C1=CC(=CC(=C1)CN2C=NC=N2)C(C)(C)C#N. Cell line: MCF7. Synergy scores: CSS=14.2, Synergy_ZIP=-1.90, Synergy_Bliss=1.27, Synergy_Loewe=1.73, Synergy_HSA=2.46. (3) Drug 1: C1CC(C1)(C(=O)O)C(=O)O.[NH2-].[NH2-].[Pt+2]. Drug 2: CC1C(C(CC(O1)OC2CC(CC3=C2C(=C4C(=C3O)C(=O)C5=C(C4=O)C(=CC=C5)OC)O)(C(=O)CO)O)N)O.Cl. Cell line: DU-145. Synergy scores: CSS=33.2, Synergy_ZIP=-4.79, Synergy_Bliss=-3.68, Synergy_Loewe=-6.30, Synergy_HSA=-1.01. (4) Drug 1: CC1=CC=C(C=C1)C2=CC(=NN2C3=CC=C(C=C3)S(=O)(=O)N)C(F)(F)F. Drug 2: CCC1(CC2CC(C3=C(CCN(C2)C1)C4=CC=CC=C4N3)(C5=C(C=C6C(=C5)C78CCN9C7C(C=CC9)(C(C(C8N6C=O)(C(=O)OC)O)OC(=O)C)CC)OC)C(=O)OC)O.OS(=O)(=O)O. Cell line: 786-0. Synergy scores: CSS=11.4, Synergy_ZIP=3.96, Synergy_Bliss=5.60, Synergy_Loewe=0.756, Synergy_HSA=4.39. (5) Drug 1: CC1=C(C=C(C=C1)C(=O)NC2=CC(=CC(=C2)C(F)(F)F)N3C=C(N=C3)C)NC4=NC=CC(=N4)C5=CN=CC=C5. Drug 2: CS(=O)(=O)CCNCC1=CC=C(O1)C2=CC3=C(C=C2)N=CN=C3NC4=CC(=C(C=C4)OCC5=CC(=CC=C5)F)Cl. Cell line: UO-31. Synergy scores: CSS=6.30, Synergy_ZIP=-1.20, Synergy_Bliss=-1.00, Synergy_Loewe=-15.7, Synergy_HSA=-8.89. (6) Drug 1: C1CN1P(=S)(N2CC2)N3CC3. Drug 2: CC1=C(C=C(C=C1)NC(=O)C2=CC=C(C=C2)CN3CCN(CC3)C)NC4=NC=CC(=N4)C5=CN=CC=C5. Cell line: NCI-H322M. Synergy scores: CSS=-1.57, Synergy_ZIP=-0.0493, Synergy_Bliss=-2.48, Synergy_Loewe=-4.22, Synergy_HSA=-4.60. (7) Drug 1: C1=CC(=CC=C1CC(C(=O)O)N)N(CCCl)CCCl.Cl. Drug 2: CNC(=O)C1=NC=CC(=C1)OC2=CC=C(C=C2)NC(=O)NC3=CC(=C(C=C3)Cl)C(F)(F)F. Cell line: HCC-2998. Synergy scores: CSS=12.9, Synergy_ZIP=1.23, Synergy_Bliss=4.61, Synergy_Loewe=-6.34, Synergy_HSA=-0.846.